Dataset: Forward reaction prediction with 1.9M reactions from USPTO patents (1976-2016). Task: Predict the product of the given reaction. (1) The product is: [Cl:10][C:2]1[NH:1][C:16]([Cl:18])=[CH:4][C:3]=1[C:6]([O:8][CH3:9])=[O:7]. Given the reactants [NH:1]1C=[CH:4][C:3]([C:6]([O:8][CH3:9])=[O:7])=[CH:2]1.[Cl:10]OC(C)(C)C.[CH2:16]([Cl:18])Cl, predict the reaction product. (2) Given the reactants [F:1][C:2]1[N:7]=[CH:6][C:5]([NH:8][C:9]([CH:11]2[CH2:14][CH2:13][CH2:12]2)=[O:10])=[CH:4][CH:3]=1.[N+:15]([O-])([OH:17])=[O:16].[OH-].[Na+], predict the reaction product. The product is: [F:1][C:2]1[N:7]=[C:6]([N+:15]([O-:17])=[O:16])[C:5]([NH:8][C:9]([CH:11]2[CH2:12][CH2:13][CH2:14]2)=[O:10])=[CH:4][CH:3]=1. (3) Given the reactants [C:1]1([NH:7][C:8]([NH2:10])=[O:9])[CH:6]=[CH:5][CH:4]=[CH:3][CH:2]=1.Br[CH2:12][C:13](=O)[C:14]([O:16][CH2:17][CH3:18])=[O:15], predict the reaction product. The product is: [C:1]1([NH:7][C:8]2[O:9][CH:12]=[C:13]([C:14]([O:16][CH2:17][CH3:18])=[O:15])[N:10]=2)[CH:6]=[CH:5][CH:4]=[CH:3][CH:2]=1. (4) The product is: [NH2:24][C:19]1[CH:20]=[N:21][CH:22]=[CH:23][C:18]=1[N:12]1[CH2:13][C@H:14]([CH:15]2[CH2:17][CH2:16]2)[C@@H:9]([O:8][Si:1]([C:4]([CH3:7])([CH3:5])[CH3:6])([CH3:3])[CH3:2])[C@H:10]([NH:27][C:28](=[O:34])[O:29][C:30]([CH3:33])([CH3:32])[CH3:31])[CH2:11]1. Given the reactants [Si:1]([O:8][C@@H:9]1[C@@H:14]([CH:15]2[CH2:17][CH2:16]2)[CH2:13][N:12]([C:18]2[CH:23]=[CH:22][N:21]=[CH:20][C:19]=2[N+:24]([O-])=O)[CH2:11][C@H:10]1[NH:27][C:28](=[O:34])[O:29][C:30]([CH3:33])([CH3:32])[CH3:31])([C:4]([CH3:7])([CH3:6])[CH3:5])([CH3:3])[CH3:2], predict the reaction product.